Dataset: Catalyst prediction with 721,799 reactions and 888 catalyst types from USPTO. Task: Predict which catalyst facilitates the given reaction. (1) Reactant: [Cl:1][C:2]1[CH:28]=[CH:27][C:5]([CH2:6][N:7]2[C:12]([NH:13][C:14]3[CH:19]=[CH:18][C:17]([O:20][CH:21]([CH3:23])[CH3:22])=[C:16]([F:24])[CH:15]=3)=[N:11][C:10](=[O:25])[NH:9][C:8]2=[O:26])=[CH:4][CH:3]=1.CN(C=O)C.CC(C)([O-])C.[K+].Br.Br[CH2:42][C:43]1[CH:48]=[CH:47][CH:46]=[CH:45][N:44]=1. Product: [Cl:1][C:2]1[CH:3]=[CH:4][C:5]([CH2:6][N:7]2[C:12]([NH:13][C:14]3[CH:19]=[CH:18][C:17]([O:20][CH:21]([CH3:23])[CH3:22])=[C:16]([F:24])[CH:15]=3)=[N:11][C:10](=[O:25])[N:9]([CH2:42][C:43]3[CH:48]=[CH:47][CH:46]=[CH:45][N:44]=3)[C:8]2=[O:26])=[CH:27][CH:28]=1. The catalyst class is: 6. (2) Reactant: [C-:1]#[N:2].[Na+].CS([C:8]1[N:13]=[C:12]([CH2:14][CH2:15][CH3:16])[CH:11]=[C:10]([Sn:17]([CH3:20])([CH3:19])[CH3:18])[N:9]=1)(=O)=O. Product: [CH2:14]([C:12]1[CH:11]=[C:10]([Sn:17]([CH3:20])([CH3:19])[CH3:18])[N:9]=[C:8]([C:1]#[N:2])[N:13]=1)[CH2:15][CH3:16]. The catalyst class is: 16. (3) Reactant: C(C1[CH:15]=[CH:14][C:13]2[C:12]3[C:7](=[CH:8][CH:9]=[CH:10][CH:11]=3)[CH2:6][C:5]=2C=1)#N.[H-].[Na+].C[N:19]1[C:23](=O)[CH2:22][CH2:21][CH2:20]1.[CH3:25]I. Product: [C:23]([C:22]1[CH:15]=[CH:14][C:13]2[C:12]3[C:7](=[CH:8][CH:9]=[CH:10][CH:11]=3)[C:6]([CH3:5])([CH3:25])[C:20]=2[CH:21]=1)#[N:19]. The catalyst class is: 6.